From a dataset of Full USPTO retrosynthesis dataset with 1.9M reactions from patents (1976-2016). Predict the reactants needed to synthesize the given product. (1) Given the product [CH3:20][C:10]1[CH:15]=[CH:14][C:13]([S:16]([O:9][CH2:1][CH2:2][C:3]2[CH:8]=[CH:7][CH:6]=[CH:5][CH:4]=2)(=[O:18])=[O:17])=[CH:12][CH:11]=1, predict the reactants needed to synthesize it. The reactants are: [CH2:1]([OH:9])[CH2:2][C:3]1[CH:8]=[CH:7][CH:6]=[CH:5][CH:4]=1.[C:10]1([CH3:20])[CH:15]=[CH:14][C:13]([S:16](Cl)(=[O:18])=[O:17])=[CH:12][CH:11]=1. (2) Given the product [ClH:34].[CH3:33][C:2]1([CH3:1])[C:8](=[O:9])[NH:7][C:6]2[N:10]=[CH:11][C:12](/[CH:14]=[CH:15]/[C:16]([N:18]([CH3:32])[CH2:19][C:20]3[O:21][C:22]4[CH:31]=[CH:30][CH:29]=[CH:28][C:23]=4[C:24]=3[CH2:25][CH2:26][CH3:27])=[O:17])=[CH:13][C:5]=2[CH2:4][NH:3]1, predict the reactants needed to synthesize it. The reactants are: [CH3:1][C:2]1([CH3:33])[C:8](=[O:9])[NH:7][C:6]2[N:10]=[CH:11][C:12](/[CH:14]=[CH:15]/[C:16]([N:18]([CH3:32])[CH2:19][C:20]3[O:21][C:22]4[CH:31]=[CH:30][CH:29]=[CH:28][C:23]=4[C:24]=3[CH2:25][CH2:26][CH3:27])=[O:17])=[CH:13][C:5]=2[CH2:4][NH:3]1.[ClH:34]. (3) Given the product [CH2:18]([O:19][C:2]1[CH:9]=[CH:8][C:5]([C:6]#[N:7])=[C:4]([C:10]([F:13])([F:12])[F:11])[CH:3]=1)[CH2:17][CH3:16], predict the reactants needed to synthesize it. The reactants are: F[C:2]1[CH:9]=[CH:8][C:5]([C:6]#[N:7])=[C:4]([C:10]([F:13])([F:12])[F:11])[CH:3]=1.[H-].[Na+].[C:16](O)(=O)[CH2:17][C:18](CC(O)=O)(C(O)=O)[OH:19].